This data is from Catalyst prediction with 721,799 reactions and 888 catalyst types from USPTO. The task is: Predict which catalyst facilitates the given reaction. (1) Reactant: [CH2:1]([O:8][C:9]1[CH:14]=[C:13]([NH:15][C:16]2[N:21]=[C:20]([N:22]3[CH2:27][C@@H:26]([NH:28][C:29]([O:31][C:32]([CH3:35])([CH3:34])[CH3:33])=[O:30])[CH2:25][C@@H:24]([NH:36][C:37]([O:39][C:40]([CH3:43])([CH3:42])[CH3:41])=[O:38])[CH2:23]3)[N:19]=[C:18]([N:44]3[CH2:49][C@@H:48]([NH:50][C:51]([O:53][C:54]([CH3:57])([CH3:56])[CH3:55])=[O:52])[CH2:47][C@@H:46]([NH:58][C:59]([O:61][C:62]([CH3:65])([CH3:64])[CH3:63])=[O:60])[CH2:45]3)[N:17]=2)[CH:12]=[CH:11][C:10]=1[NH:66]C(=O)C)[C:2]1[CH:7]=[CH:6][CH:5]=[CH:4][CH:3]=1.O.NN. Product: [CH2:1]([O:8][C:9]1[CH:14]=[C:13]([NH:15][C:16]2[N:21]=[C:20]([N:22]3[CH2:27][C@@H:26]([NH:28][C:29]([O:31][C:32]([CH3:33])([CH3:34])[CH3:35])=[O:30])[CH2:25][C@@H:24]([NH:36][C:37]([O:39][C:40]([CH3:43])([CH3:42])[CH3:41])=[O:38])[CH2:23]3)[N:19]=[C:18]([N:44]3[CH2:45][C@@H:46]([NH:58][C:59]([O:61][C:62]([CH3:65])([CH3:64])[CH3:63])=[O:60])[CH2:47][C@@H:48]([NH:50][C:51]([O:53][C:54]([CH3:57])([CH3:56])[CH3:55])=[O:52])[CH2:49]3)[N:17]=2)[CH:12]=[CH:11][C:10]=1[NH2:66])[C:2]1[CH:3]=[CH:4][CH:5]=[CH:6][CH:7]=1. The catalyst class is: 71. (2) Reactant: [S:1](Cl)([C:4]1[CH:10]=[CH:9][C:7]([CH3:8])=[CH:6][CH:5]=1)(=[O:3])=[O:2].[F:12][C:13]1[CH:19]=[CH:18][C:16]([NH2:17])=[CH:15][C:14]=1[N+:20]([O-:22])=[O:21].N1C=CC=CC=1.[Cl-].[Na+]. Product: [F:12][C:13]1[CH:19]=[CH:18][C:16]([NH:17][S:1]([C:4]2[CH:10]=[CH:9][C:7]([CH3:8])=[CH:6][CH:5]=2)(=[O:3])=[O:2])=[CH:15][C:14]=1[N+:20]([O-:22])=[O:21]. The catalyst class is: 7.